From a dataset of NCI-60 drug combinations with 297,098 pairs across 59 cell lines. Regression. Given two drug SMILES strings and cell line genomic features, predict the synergy score measuring deviation from expected non-interaction effect. Drug 1: C1=C(C(=O)NC(=O)N1)N(CCCl)CCCl. Drug 2: CS(=O)(=O)CCNCC1=CC=C(O1)C2=CC3=C(C=C2)N=CN=C3NC4=CC(=C(C=C4)OCC5=CC(=CC=C5)F)Cl. Cell line: SK-MEL-28. Synergy scores: CSS=7.82, Synergy_ZIP=-3.96, Synergy_Bliss=2.69, Synergy_Loewe=-0.644, Synergy_HSA=0.0588.